This data is from Full USPTO retrosynthesis dataset with 1.9M reactions from patents (1976-2016). The task is: Predict the reactants needed to synthesize the given product. Given the product [N:1]12[CH2:9][CH2:8][CH:5]([CH2:6][CH2:7]1)[NH:4][CH2:3][CH2:2]2, predict the reactants needed to synthesize it. The reactants are: [N:1]12[CH2:9][CH2:8][CH:5]([CH2:6][CH2:7]1)[NH:4][C:3](=O)[CH2:2]2.O1CCOCC1.